This data is from Forward reaction prediction with 1.9M reactions from USPTO patents (1976-2016). The task is: Predict the product of the given reaction. Given the reactants [Cl:1][C:2]1[CH:8]=[CH:7][C:6]([N+:9]([O-:11])=[O:10])=[CH:5][C:3]=1[NH2:4].C(NC(=O)CCCCCCCCCCCCCCCCC)C[NH:14]C(=O)CCCCCCCCCCCCCCCCC.Cl.N([O-])=O.[Na+].[OH-].[Na+].[CH3:61][C:62]([C:69]1[CH:74]=[CH:73][C:72]([OH:75])=[C:71]([C:76]([C:79]2[CH:84]=[CH:83][CH:82]=[CH:81][CH:80]=2)([CH3:78])[CH3:77])[CH:70]=1)([CH3:68])[CH2:63][C:64]([CH3:67])([CH3:66])[CH3:65].[OH-].[Ca+2].[OH-], predict the reaction product. The product is: [Cl:1][C:2]1[CH:8]=[CH:7][C:6]([N+:9]([O-:11])=[O:10])=[CH:5][C:3]=1[N:4]=[N:14][C:73]1[CH:74]=[C:69]([C:62]([CH3:61])([CH3:68])[CH2:63][C:64]([CH3:65])([CH3:66])[CH3:67])[CH:70]=[C:71]([C:76]([CH3:77])([C:79]2[CH:80]=[CH:81][CH:82]=[CH:83][CH:84]=2)[CH3:78])[C:72]=1[OH:75].